This data is from Forward reaction prediction with 1.9M reactions from USPTO patents (1976-2016). The task is: Predict the product of the given reaction. (1) Given the reactants [C:1]([O:4][C@@H:5]1[C@H:9]([CH2:10][CH2:11][CH2:12][CH2:13][CH2:14][CH2:15][C:16]([O:18][CH3:19])=[O:17])[C@@H:8]([CH2:20][CH2:21][C:22](=[O:31])[C:23]([F:30])([F:29])[CH2:24][C@@H:25]([CH3:28])[CH2:26][CH3:27])[C@H:7]([O:32][CH:33]2[CH2:38][CH2:37][CH2:36][CH2:35][O:34]2)[CH2:6]1)(=[O:3])[CH3:2].[BH4-].[Na+].C(O)(=O)C, predict the reaction product. The product is: [C:1]([O:4][C@@H:5]1[C@H:9]([CH2:10][CH2:11][CH2:12][CH2:13][CH2:14][CH2:15][C:16]([O:18][CH3:19])=[O:17])[C@@H:8]([CH2:20][CH2:21][CH:22]([OH:31])[C:23]([F:29])([F:30])[CH2:24][C@@H:25]([CH3:28])[CH2:26][CH3:27])[C@H:7]([O:32][CH:33]2[CH2:38][CH2:37][CH2:36][CH2:35][O:34]2)[CH2:6]1)(=[O:3])[CH3:2]. (2) Given the reactants [NH:1]1[CH2:6][CH2:5][CH:4]([OH:7])[CH2:3][CH2:2]1.[O:8]1[CH2:11][C:10](=O)[CH2:9]1.C(O)(=O)C.C(O[BH-](OC(=O)C)OC(=O)C)(=O)C.[Na+], predict the reaction product. The product is: [O:8]1[CH2:11][CH:10]([N:1]2[CH2:6][CH2:5][CH:4]([OH:7])[CH2:3][CH2:2]2)[CH2:9]1. (3) Given the reactants C(OC(=O)[NH:7][C:8]1([C:12]2[CH:17]=[CH:16][C:15]([C:18]3[C:23]([C:24]4[CH:29]=[CH:28][CH:27]=[CH:26][CH:25]=4)=[CH:22][N:21]4[CH:30]=[C:31]([CH3:33])[N:32]=[C:20]4[N:19]=3)=[CH:14][CH:13]=2)[CH2:11][CH2:10][CH2:9]1)(C)(C)C.Cl, predict the reaction product. The product is: [CH3:33][C:31]1[N:32]=[C:20]2[N:19]=[C:18]([C:15]3[CH:14]=[CH:13][C:12]([C:8]4([NH2:7])[CH2:9][CH2:10][CH2:11]4)=[CH:17][CH:16]=3)[C:23]([C:24]3[CH:25]=[CH:26][CH:27]=[CH:28][CH:29]=3)=[CH:22][N:21]2[CH:30]=1. (4) Given the reactants [CH3:1][C:2]1[C:10]([CH3:11])=[CH:9][CH:8]=[CH:7][C:3]=1[C:4]([OH:6])=O.[F:12][C:13]1[CH:18]=[CH:17][C:16]([CH:19]([N:22]2[CH2:27][CH2:26][O:25][CH2:24][CH2:23]2)[CH2:20][NH2:21])=[CH:15][CH:14]=1, predict the reaction product. The product is: [F:12][C:13]1[CH:18]=[CH:17][C:16]([CH:19]([N:22]2[CH2:23][CH2:24][O:25][CH2:26][CH2:27]2)[CH2:20][NH:21][C:4](=[O:6])[C:3]2[CH:7]=[CH:8][CH:9]=[C:10]([CH3:11])[C:2]=2[CH3:1])=[CH:15][CH:14]=1. (5) Given the reactants C(=S)(O[CH2:4][CH2:5][P:6]([CH2:11][CH2:12][OH:13])([CH2:8][CH2:9][OH:10])=[O:7])C.[OH-].[Na+].Cl.[N:18]1[CH:23]=[CH:22][CH:21]=[CH:20][C:19]=1[S:24][S:25]C1C=CC=CN=1, predict the reaction product. The product is: [OH:13][CH2:12][CH2:11][P:6](=[O:7])([CH2:8][CH2:9][OH:10])[CH2:5][CH2:4][S:25][S:24][C:19]1[CH:20]=[CH:21][CH:22]=[CH:23][N:18]=1. (6) The product is: [CH2:13]([O:15][C:16](=[O:20])/[CH:17]=[C:18](/[O:12][CH2:11][CH:2]1[O:1][C:6]2[CH:7]=[CH:8][CH:9]=[CH:10][C:5]=2[O:4][CH2:3]1)\[CH3:19])[CH3:14]. Given the reactants [O:1]1[C:6]2[CH:7]=[CH:8][CH:9]=[CH:10][C:5]=2[O:4][CH2:3][CH:2]1[CH2:11][OH:12].[CH2:13]([O:15][C:16](=[O:20])[C:17]#[C:18][CH3:19])[CH3:14].C(P(CCCC)CCCC)CCC, predict the reaction product. (7) Given the reactants [C:1]([C:5]1[N:6]=[C:7]([N:16]2[CH2:20][CH2:19][C:18]([F:22])([F:21])[CH2:17]2)[C:8]2[N:13]=[N:12][N:11]([CH2:14][CH3:15])[C:9]=2[N:10]=1)([CH3:4])([CH3:3])[CH3:2].C(C1N=C(N2CCC(F)(F)C2)C2N=NNC=2N=1)(C)(C)C.BrCC[C:46]1[CH:51]=[CH:50][C:49]([Cl:52])=[CH:48][CH:47]=1, predict the reaction product. The product is: [C:1]([C:5]1[N:6]=[C:7]([N:16]2[CH2:20][CH2:19][C:18]([F:21])([F:22])[CH2:17]2)[C:8]2[N:13]=[N:12][N:11]([CH2:14][CH2:15][C:46]3[CH:51]=[CH:50][C:49]([Cl:52])=[CH:48][CH:47]=3)[C:9]=2[N:10]=1)([CH3:2])([CH3:3])[CH3:4]. (8) Given the reactants [CH3:1][C:2]1[N:6]=[CH:5][N:4]([C:7]2[CH:25]=[CH:24][C:23]([N+:26]([O-:28])=[O:27])=[CH:22][C:8]=2[O:9][CH2:10][CH2:11][CH2:12][CH2:13][NH:14]C(=O)OC(C)(C)C)[N:3]=1.[C:29]([OH:35])([C:31]([F:34])([F:33])[F:32])=[O:30], predict the reaction product. The product is: [CH3:1][C:2]1[N:6]=[CH:5][N:4]([C:7]2[CH:25]=[CH:24][C:23]([N+:26]([O-:28])=[O:27])=[CH:22][C:8]=2[O:9][CH2:10][CH2:11][CH2:12][CH2:13][NH2:14])[N:3]=1.[C:29]([OH:35])([C:31]([F:34])([F:33])[F:32])=[O:30].